This data is from Peptide-MHC class I binding affinity with 185,985 pairs from IEDB/IMGT. The task is: Regression. Given a peptide amino acid sequence and an MHC pseudo amino acid sequence, predict their binding affinity value. This is MHC class I binding data. The peptide sequence is DTLTCGFADL. The MHC is Patr-B0101 with pseudo-sequence Patr-B0101. The binding affinity (normalized) is 0.